The task is: Predict the product of the given reaction.. This data is from Forward reaction prediction with 1.9M reactions from USPTO patents (1976-2016). Given the reactants O.[C:2]([O-:9])(=[O:8])[C:3]([C:5]([O-:7])=[O:6])=[O:4].[Na+].[Na+].[N+]([O-])([O-])=O.[Ag+:16], predict the reaction product. The product is: [C:2]([O-:9])(=[O:8])[C:3]([C:5]([O-:7])=[O:6])=[O:4].[Ag+2:16].